This data is from Forward reaction prediction with 1.9M reactions from USPTO patents (1976-2016). The task is: Predict the product of the given reaction. (1) Given the reactants [F:1][C:2]([F:7])([F:6])[C:3]([OH:5])=[O:4].[CH2:8]([S:10]([N:13]1[CH2:18][CH2:17][CH:16]([C:19]2[C:27]3[C:22](=[C:23]([C:36]([NH2:38])=[O:37])[CH:24]=[C:25]([C:28]4[S:29][CH:30]=[C:31]([CH2:33][NH:34][CH3:35])[CH:32]=4)[CH:26]=3)[NH:21][CH:20]=2)[CH2:15][CH2:14]1)(=[O:12])=[O:11])[CH3:9].[CH3:39]N, predict the reaction product. The product is: [F:1][C:2]([F:7])([F:6])[C:3]([OH:5])=[O:4].[CH2:8]([S:10]([N:13]1[CH2:14][CH2:15][CH:16]([C:19]2[C:27]3[C:22](=[C:23]([C:36]([NH2:38])=[O:37])[CH:24]=[C:25]([C:28]4[S:29][CH:30]=[C:31]([CH2:33][N:34]5[CH2:3][CH2:2][CH2:39][CH2:35]5)[CH:32]=4)[CH:26]=3)[NH:21][CH:20]=2)[CH2:17][CH2:18]1)(=[O:11])=[O:12])[CH3:9]. (2) Given the reactants C(Cl)(Cl)(Cl)Cl.[CH2:6]([O:13][C:14]1[CH:19]=[CH:18][C:17]([CH2:20][CH3:21])=[C:16]([O:22][CH2:23][CH2:24][CH2:25][C:26]#[N:27])[CH:15]=1)[C:7]1[CH:12]=[CH:11][CH:10]=[CH:9][CH:8]=1.[Br:28]N1C(=O)CCC1=O, predict the reaction product. The product is: [CH2:6]([O:13][C:14]1[CH:15]=[C:16]([O:22][CH2:23][CH2:24][CH2:25][C:26]#[N:27])[C:17]([CH2:20][CH3:21])=[CH:18][C:19]=1[Br:28])[C:7]1[CH:8]=[CH:9][CH:10]=[CH:11][CH:12]=1. (3) The product is: [CH:1]1([N:6]2[C:10]3[N:11]=[C:12]([NH:15][C:16]4[CH:24]=[CH:23][C:19]([C:20]([N:39]5[CH2:40][C:33]6([CH3:32])[CH:41]([OH:42])[C:37]([CH3:43])([CH2:36][N:35]([CH3:44])[CH2:34]6)[CH2:38]5)=[O:22])=[CH:18][N:17]=4)[N:13]=[CH:14][C:9]=3[CH:8]=[C:7]2[C:25]([N:26]([CH3:28])[CH3:27])=[O:29])[CH2:5][CH2:4][CH2:3][CH2:2]1. Given the reactants [CH:1]1([N:6]2[C:10]3[N:11]=[C:12]([NH:15][C:16]4[CH:24]=[CH:23][C:19]([C:20]([OH:22])=O)=[CH:18][N:17]=4)[N:13]=[CH:14][C:9]=3[CH:8]=[C:7]2[C:25](=[O:29])[N:26]([CH3:28])[CH3:27])[CH2:5][CH2:4][CH2:3][CH2:2]1.[Li+].[Cl-].[CH3:32][C:33]12[CH:41]([OH:42])[C:37]([CH3:43])([CH2:38][NH:39][CH2:40]1)[CH2:36][N:35]([CH3:44])[CH2:34]2, predict the reaction product. (4) Given the reactants [NH2:1][C:2]1[C:11]([O:12][CH3:13])=[N:10][C:9]([O:14][CH3:15])=[CH:8][C:3]=1[C:4]([O:6][CH3:7])=[O:5].[CH3:16][O:17][C:18]1[CH:23]=[CH:22][C:21]([S:24](Cl)(=[O:26])=[O:25])=[CH:20][CH:19]=1, predict the reaction product. The product is: [CH3:16][O:17][C:18]1[CH:19]=[CH:20][C:21]([S:24]([NH:1][C:2]2[C:11]([O:12][CH3:13])=[N:10][C:9]([O:14][CH3:15])=[CH:8][C:3]=2[C:4]([O:6][CH3:7])=[O:5])(=[O:26])=[O:25])=[CH:22][CH:23]=1. (5) Given the reactants [Cl:1][C:2]1[CH:7]=[C:6]([C:8]2[C:9]3[CH:16]=[C:15]([CH2:17][O:18][C:19]4[CH:24]=[CH:23][C:22]([C@@H:25]([C:32]#[C:33][CH3:34])[CH2:26][C:27]([O:29]CC)=[O:28])=[CH:21][CH:20]=4)[CH:14]=[CH:13][C:10]=3[S:11][CH:12]=2)[C:5]([CH3:35])=[CH:4][N:3]=1.[OH-].[Na+], predict the reaction product. The product is: [Cl:1][C:2]1[CH:7]=[C:6]([C:8]2[C:9]3[CH:16]=[C:15]([CH2:17][O:18][C:19]4[CH:20]=[CH:21][C:22]([C@@H:25]([C:32]#[C:33][CH3:34])[CH2:26][C:27]([OH:29])=[O:28])=[CH:23][CH:24]=4)[CH:14]=[CH:13][C:10]=3[S:11][CH:12]=2)[C:5]([CH3:35])=[CH:4][N:3]=1. (6) Given the reactants Cl[C:2]1[CH:3]=[CH:4][C:5]2[N:6]([CH:8]=[C:9]([C:11]([CH3:18])([CH3:17])[C:12]([O:14][CH2:15][CH3:16])=[O:13])[N:10]=2)[N:7]=1.[NH:19]1[CH2:24][CH2:23][NH:22][CH2:21][CH2:20]1, predict the reaction product. The product is: [CH2:15]([O:14][C:12]([C:11]([C:9]1[N:10]=[C:5]2[CH:4]=[CH:3][C:2]([N:19]3[CH2:24][CH2:23][NH:22][CH2:21][CH2:20]3)=[N:7][N:6]2[CH:8]=1)([CH3:18])[CH3:17])=[O:13])[CH3:16]. (7) Given the reactants [CH3:1][C:2]1[NH:7][C:6](=[O:8])[C:5]([N+:9]([O-:11])=[O:10])=[C:4]([N:12]2[CH2:18][CH2:17][C:16]3[S:19][C:20]([CH3:22])=[N:21][C:15]=3[CH2:14][CH2:13]2)[N:3]=1.[CH2:23](I)[CH3:24].C(=O)([O-])[O-].[K+].[K+], predict the reaction product. The product is: [CH2:23]([O:8][C:6]1[N:7]=[C:2]([CH3:1])[N:3]=[C:4]([N:12]2[CH2:18][CH2:17][C:16]3[S:19][C:20]([CH3:22])=[N:21][C:15]=3[CH2:14][CH2:13]2)[C:5]=1[N+:9]([O-:11])=[O:10])[CH3:24]. (8) Given the reactants [CH2:1]([N:8]1[C:12]2=[CH:13][N:14]=[C:15]([NH2:18])[C:16](Br)=[C:11]2[CH:10]=[CH:9]1)[C:2]1[CH:7]=[CH:6][CH:5]=[CH:4][CH:3]=1.[O:19]1[C:23]2[CH:24]=[CH:25][CH:26]=[CH:27][C:22]=2[CH:21]=[C:20]1B(O)O.C(=O)([O-])[O-].[K+].[K+], predict the reaction product. The product is: [O:19]1[C:20]2=[CH:21][CH:22]=[CH:27][C:26]2=[CH:25][CH:24]=[C:23]1[C:9]1[N:8]([CH2:1][C:2]2[CH:7]=[CH:6][CH:5]=[CH:4][CH:3]=2)[C:12]2=[CH:13][N:14]=[C:15]([NH2:18])[CH:16]=[C:11]2[CH:10]=1. (9) The product is: [NH4+:5].[OH-:2].[OH:2][C@H:3]1[C@H:7]([N:8]2[CH:12]=[CH:11][N:10]=[N:9]2)[CH2:6][NH:5][CH2:4]1. Given the reactants Cl.[OH:2][C@H:3]1[C@H:7]([N:8]2[CH:12]=[CH:11][N:10]=[N:9]2)[CH2:6][N:5](C(OC(C)(C)C)=O)[CH2:4]1, predict the reaction product.